This data is from Reaction yield outcomes from USPTO patents with 853,638 reactions. The task is: Predict the reaction yield, written as a fraction of the theoretical maximum amount of product (1.0 means a 100% yield; for example, 0.34 means a 34% yield). (1) The reactants are [CH3:1][O:2][C:3](=[O:20])[C:4]1[CH:9]=[C:8]([O:10][CH3:11])[C:7]([O:12][CH3:13])=[C:6]([CH2:14][CH2:15][CH:16]=[CH:17][CH2:18][CH3:19])[CH:5]=1. The catalyst is CCOC(C)=O. The product is [CH3:1][O:2][C:3](=[O:20])[C:4]1[CH:9]=[C:8]([O:10][CH3:11])[C:7]([O:12][CH3:13])=[C:6]([CH2:14][CH2:15][CH2:16][CH2:17][CH2:18][CH3:19])[CH:5]=1. The yield is 1.00. (2) The reactants are [C:1]([NH:24][CH2:25][CH2:26][C:27]([O:29]C)=[O:28])(=[O:23])[CH2:2][CH2:3]/[CH:4]=[CH:5]\[CH2:6]/[CH:7]=[CH:8]\[CH2:9]/[CH:10]=[CH:11]\[CH2:12]/[CH:13]=[CH:14]\[CH2:15]/[CH:16]=[CH:17]\[CH2:18]/[CH:19]=[CH:20]\[CH2:21][CH3:22].[OH-].[Na+].Cl. The product is [C:1]([NH:24][CH2:25][CH2:26][C:27]([OH:29])=[O:28])(=[O:23])[CH2:2][CH2:3]/[CH:4]=[CH:5]\[CH2:6]/[CH:7]=[CH:8]\[CH2:9]/[CH:10]=[CH:11]\[CH2:12]/[CH:13]=[CH:14]\[CH2:15]/[CH:16]=[CH:17]\[CH2:18]/[CH:19]=[CH:20]\[CH2:21][CH3:22]. The catalyst is C1COCC1. The yield is 0.800. (3) The reactants are [S:1]1[C:5]([C:6]2[C:7]([O:16][CH3:17])=[C:8]([CH:11]=[CH:12][C:13]=2[O:14][CH3:15])[CH:9]=O)=[CH:4][C:3]2[CH:18]=[CH:19][CH:20]=[CH:21][C:2]1=2.[C:22]([C:25]1[CH:33]=[CH:32][C:28]([C:29]([OH:31])=[O:30])=[CH:27][CH:26]=1)(=[O:24])[CH3:23]. No catalyst specified. The product is [S:1]1[C:5]([C:6]2[C:7]([O:16][CH3:17])=[C:8](/[CH:9]=[CH:23]/[C:22]([C:25]3[CH:33]=[CH:32][C:28]([C:29]([OH:31])=[O:30])=[CH:27][CH:26]=3)=[O:24])[CH:11]=[CH:12][C:13]=2[O:14][CH3:15])=[CH:4][C:3]2[CH:18]=[CH:19][CH:20]=[CH:21][C:2]1=2. The yield is 0.640. (4) The reactants are [O:1]1[CH:5]=[CH:4][CH:3]=[C:2]1[C:6]([NH:8][NH2:9])=[O:7].[CH3:10][C:11](=[CH:13][CH2:14][CH2:15][C@H:16]([CH2:18][CH:19]=O)[CH3:17])[CH3:12]. The catalyst is C(O)C. The product is [CH3:17][C@H:16]([CH2:15][CH2:14][CH:13]=[C:11]([CH3:12])[CH3:10])[CH2:18][CH:19]=[N:9][NH:8][C:6]([C:2]1[O:1][CH:5]=[CH:4][CH:3]=1)=[O:7]. The yield is 0.550.